This data is from Peptide-MHC class II binding affinity with 134,281 pairs from IEDB. The task is: Regression. Given a peptide amino acid sequence and an MHC pseudo amino acid sequence, predict their binding affinity value. This is MHC class II binding data. (1) The peptide sequence is ESKHGLTNTASHTRLSCD. The MHC is DRB4_0101 with pseudo-sequence DRB4_0103. The binding affinity (normalized) is 0. (2) The peptide sequence is AFILGGDNLFPKV. The MHC is DRB1_0401 with pseudo-sequence DRB1_0401. The binding affinity (normalized) is 0.511. (3) The peptide sequence is EVAKLDVVKLLYNEQ. The MHC is DRB1_1302 with pseudo-sequence DRB1_1302. The binding affinity (normalized) is 0.308. (4) The peptide sequence is AFLLLGLAGNSSPSA. The MHC is HLA-DQA10104-DQB10503 with pseudo-sequence HLA-DQA10104-DQB10503. The binding affinity (normalized) is 0.416. (5) The MHC is DRB3_0101 with pseudo-sequence DRB3_0101. The peptide sequence is NQEILELAQSETCSPG. The binding affinity (normalized) is 0.